Task: Predict the product of the given reaction.. Dataset: Forward reaction prediction with 1.9M reactions from USPTO patents (1976-2016) (1) Given the reactants [C:1]([C:4]1[CH:9]=[CH:8][C:7]([NH:10]/[C:11](=[C:18]2\[C:19](=[O:27])[NH:20][C:21]3[C:26]\2=[CH:25][CH:24]=[CH:23][CH:22]=3)/[C:12]2[CH:17]=[CH:16][CH:15]=[CH:14][CH:13]=2)=[CH:6][CH:5]=1)([OH:3])=O.Cl.[CH3:29][NH:30][CH3:31].CN(C(ON1N=NC2C=CC=CC1=2)=[N+](C)C)C.[B-](F)(F)(F)F.C1C=CC2N(O)N=NC=2C=1.C(N(C(C)C)C(C)C)C, predict the reaction product. The product is: [CH3:29][N:30]([CH3:31])[C:1]([C:4]1[CH:5]=[CH:6][C:7]([NH:10]/[C:11](=[C:18]2\[C:19](=[O:27])[NH:20][C:21]3[C:26]\2=[CH:25][CH:24]=[CH:23][CH:22]=3)/[C:12]2[CH:17]=[CH:16][CH:15]=[CH:14][CH:13]=2)=[CH:8][CH:9]=1)=[O:3]. (2) Given the reactants I[C:2]1[CH:12]=[CH:11][C:5]([C:6]([O:8][CH2:9][CH3:10])=[O:7])=[CH:4][CH:3]=1.Br[C:14]1[CH:19]=[CH:18][C:17]([C:20]([F:23])([F:22])[F:21])=[CH:16][C:15]=1[N+:24]([O-:26])=[O:25], predict the reaction product. The product is: [N+:24]([C:15]1[CH:16]=[C:17]([C:20]([F:21])([F:22])[F:23])[CH:18]=[CH:19][C:14]=1[C:2]1[CH:12]=[CH:11][C:5]([C:6]([O:8][CH2:9][CH3:10])=[O:7])=[CH:4][CH:3]=1)([O-:26])=[O:25]. (3) Given the reactants [C:1]([Mg]Br)#[CH:2].[Si:5]([O:12][CH2:13][CH2:14][N:15]1[CH:19]=[CH:18][N:17]=[C:16]1[C:20](=[O:22])[CH3:21])([C:8]([CH3:11])([CH3:10])[CH3:9])([CH3:7])[CH3:6], predict the reaction product. The product is: [Si:5]([O:12][CH2:13][CH2:14][N:15]1[CH:19]=[CH:18][N:17]=[C:16]1[C:20]([OH:22])([C:1]#[CH:2])[CH3:21])([C:8]([CH3:11])([CH3:9])[CH3:10])([CH3:7])[CH3:6].